From a dataset of Full USPTO retrosynthesis dataset with 1.9M reactions from patents (1976-2016). Predict the reactants needed to synthesize the given product. (1) Given the product [CH2:1]([N:3]1[C:12]2[C:7](=[CH:8][C:9]([N+:13]([O-:15])=[O:14])=[CH:10][CH:11]=2)[C:6](=[O:16])[N:5]([CH2:21][O:22][CH3:23])[C:4]1=[O:17])[CH3:2], predict the reactants needed to synthesize it. The reactants are: [CH2:1]([N:3]1[C:12]2[C:7](=[CH:8][C:9]([N+:13]([O-:15])=[O:14])=[CH:10][CH:11]=2)[C:6](=[O:16])[NH:5][C:4]1=[O:17])[CH3:2].[H-].[Na+].Br[CH2:21][O:22][CH3:23].O. (2) Given the product [CH3:31][O:30][C:28](=[O:29])[CH2:27][N:7]([C:8]1[CH:13]=[CH:12][C:11]([Cl:14])=[CH:10][C:9]=1[O:15][CH2:16][C:17]1[CH:22]=[CH:21][CH:20]=[CH:19][CH:18]=1)[C:6]([O:5][C:1]([CH3:4])([CH3:2])[CH3:3])=[O:23], predict the reactants needed to synthesize it. The reactants are: [C:1]([O:5][C:6](=[O:23])[NH:7][C:8]1[CH:13]=[CH:12][C:11]([Cl:14])=[CH:10][C:9]=1[O:15][CH2:16][C:17]1[CH:22]=[CH:21][CH:20]=[CH:19][CH:18]=1)([CH3:4])([CH3:3])[CH3:2].[H-].[Na+].Br[CH2:27][C:28]([O:30][CH3:31])=[O:29].